From a dataset of Full USPTO retrosynthesis dataset with 1.9M reactions from patents (1976-2016). Predict the reactants needed to synthesize the given product. (1) Given the product [Cl:8][C:7]1[C:2]2[N:1]=[C:22]([CH3:23])[C:18]([S:17][C:14]3[CH:13]=[CH:12][C:11]([Cl:10])=[CH:16][CH:15]=3)=[C:19]([CH3:20])[C:3]=2[C:4]([OH:9])=[CH:5][CH:6]=1, predict the reactants needed to synthesize it. The reactants are: [NH2:1][C:2]1[CH:3]=[C:4]([OH:9])[CH:5]=[CH:6][C:7]=1[Cl:8].[Cl:10][C:11]1[CH:16]=[CH:15][C:14]([S:17][CH:18]([C:22](=O)[CH3:23])[C:19](=O)[CH3:20])=[CH:13][CH:12]=1.O.C1(C)C=CC(S(O)(=O)=O)=CC=1. (2) Given the product [CH:13]1([CH:2]=[CH:3][C:4]2[CH:9]=[CH:8][CH:7]=[CH:6][C:5]=2[N+:10]([O-:12])=[O:11])[CH2:15][CH2:14]1, predict the reactants needed to synthesize it. The reactants are: Cl[CH:2]([CH:13]1[CH2:15][CH2:14]1)[CH2:3][C:4]1[CH:9]=[CH:8][CH:7]=[CH:6][C:5]=1[N+:10]([O-:12])=[O:11].N12CCCN=C1CCCCC2.